Task: Predict the product of the given reaction.. Dataset: Forward reaction prediction with 1.9M reactions from USPTO patents (1976-2016) (1) Given the reactants [C:1]([O:5][C:6]([N:8]([CH3:15])[CH2:9][CH2:10][CH2:11][C:12]([OH:14])=O)=[O:7])([CH3:4])([CH3:3])[CH3:2].CCN(C(C)C)C(C)C.C1C=CC2N(O)N=NC=2C=1.[N+:35]([C:38]1[CH:43]=[CH:42][CH:41]=[C:40]([NH2:44])[C:39]=1[NH2:45])([O-:37])=[O:36].C([O-])(O)=O.[Na+], predict the reaction product. The product is: [C:1]([O:5][C:6](=[O:7])[N:8]([CH2:9][CH2:10][CH2:11][C:12](=[O:14])[NH:44][C:40]1[CH:41]=[CH:42][CH:43]=[C:38]([N+:35]([O-:37])=[O:36])[C:39]=1[NH2:45])[CH3:15])([CH3:2])([CH3:3])[CH3:4]. (2) Given the reactants [OH-].[Li+:2].[Cl:3][C:4]1[N:9]=[N:8][C:7]([N:10]2[CH2:14][C@@H:13]([C:15]3[CH:20]=[CH:19][C:18]([F:21])=[CH:17][C:16]=3[F:22])[C@H:12]([C:23]([O:25]C)=[O:24])[CH2:11]2)=[CH:6][CH:5]=1.CO.C(OCC)C, predict the reaction product. The product is: [Cl:3][C:4]1[N:9]=[N:8][C:7]([N:10]2[CH2:14][C@@H:13]([C:15]3[CH:20]=[CH:19][C:18]([F:21])=[CH:17][C:16]=3[F:22])[C@H:12]([C:23]([O-:25])=[O:24])[CH2:11]2)=[CH:6][CH:5]=1.[Li+:2]. (3) Given the reactants [CH3:1][C:2]1[C:7]([C:8](O)=[O:9])=[CH:6][C:5]([S:11]([N:14]2[CH2:18][CH2:17][CH2:16][CH2:15]2)(=[O:13])=[O:12])=[CH:4][C:3]=1[C:19]1[CH:24]=[CH:23][C:22]([CH3:25])=[CH:21][CH:20]=1.[CH3:26][C:27]1[N:32]=[CH:31][C:30]([CH2:33][NH2:34])=[CH:29][N:28]=1.F[P-](F)(F)(F)(F)F.C[N+](C)=C(N(C)C)ON1C2N=CC=CC=2N=N1.C(N(CC)C(C)C)(C)C, predict the reaction product. The product is: [CH3:1][C:2]1[C:7]([C:8]([NH:34][CH2:33][C:30]2[CH:29]=[N:28][C:27]([CH3:26])=[N:32][CH:31]=2)=[O:9])=[CH:6][C:5]([S:11]([N:14]2[CH2:18][CH2:17][CH2:16][CH2:15]2)(=[O:13])=[O:12])=[CH:4][C:3]=1[C:19]1[CH:24]=[CH:23][C:22]([CH3:25])=[CH:21][CH:20]=1. (4) Given the reactants [F:1][C:2]1[CH:11]=[C:10]([F:12])[CH:9]=[C:8]2[C:3]=1[C:4]([NH:20][C:21]1[CH:22]=[N:23][CH:24]=[C:25]([N:27]3[CH2:32][CH2:31][O:30][CH2:29][CH2:28]3)[CH:26]=1)=[C:5]([CH3:19])[C:6]([N:13]1[CH2:18][CH2:17][NH:16][CH2:15][CH2:14]1)=[N:7]2.[F:33][C:34]1[CH:35]=[C:36]([S:40](Cl)(=[O:42])=[O:41])[CH:37]=[CH:38][CH:39]=1, predict the reaction product. The product is: [F:1][C:2]1[CH:11]=[C:10]([F:12])[CH:9]=[C:8]2[C:3]=1[C:4]([NH:20][C:21]1[CH:22]=[N:23][CH:24]=[C:25]([N:27]3[CH2:32][CH2:31][O:30][CH2:29][CH2:28]3)[CH:26]=1)=[C:5]([CH3:19])[C:6]([N:13]1[CH2:14][CH2:15][N:16]([S:40]([C:36]3[CH:37]=[CH:38][CH:39]=[C:34]([F:33])[CH:35]=3)(=[O:42])=[O:41])[CH2:17][CH2:18]1)=[N:7]2.